The task is: Predict which catalyst facilitates the given reaction.. This data is from Catalyst prediction with 721,799 reactions and 888 catalyst types from USPTO. Reactant: [C:1]([O:5][C:6]([N:8]1[CH2:13][CH2:12][N:11]([C:14]([O:16][C:17]([CH3:20])([CH3:19])[CH3:18])=[O:15])[CH2:10][C@H:9]1[CH2:21][C:22]1[CH:30]=[CH:29][C:25]([C:26](O)=[O:27])=[CH:24][CH:23]=1)=[O:7])([CH3:4])([CH3:3])[CH3:2].CN1CCOCC1.ClC(OCC)=O.[BH4-].[Na+].C(=O)(O)[O-].[Na+]. Product: [OH:27][CH2:26][C:25]1[CH:29]=[CH:30][C:22]([CH2:21][C@@H:9]2[CH2:10][N:11]([C:14]([O:16][C:17]([CH3:20])([CH3:18])[CH3:19])=[O:15])[CH2:12][CH2:13][N:8]2[C:6]([O:5][C:1]([CH3:4])([CH3:3])[CH3:2])=[O:7])=[CH:23][CH:24]=1. The catalyst class is: 36.